From a dataset of Reaction yield outcomes from USPTO patents with 853,638 reactions. Predict the reaction yield, written as a fraction of the theoretical maximum amount of product (1.0 means a 100% yield; for example, 0.34 means a 34% yield). The product is [F:1][C:2]1[CH:3]=[CH:4][C:5]([C:8]2[C:12]([CH2:13][NH:14][C:15]3[CH:19]=[C:18]([C:20]([NH:25][CH:26]4[CH2:31][CH2:30][O:29][CH2:28][CH2:27]4)=[O:22])[N:17]([CH3:23])[N:16]=3)=[C:11]([CH3:24])[O:10][N:9]=2)=[N:6][CH:7]=1. The reactants are [F:1][C:2]1[CH:3]=[CH:4][C:5]([C:8]2[C:12]([CH2:13][NH:14][C:15]3[CH:19]=[C:18]([C:20]([OH:22])=O)[N:17]([CH3:23])[N:16]=3)=[C:11]([CH3:24])[O:10][N:9]=2)=[N:6][CH:7]=1.[NH2:25][CH:26]1[CH2:31][CH2:30][O:29][CH2:28][CH2:27]1. The yield is 0.800. No catalyst specified.